From a dataset of Forward reaction prediction with 1.9M reactions from USPTO patents (1976-2016). Predict the product of the given reaction. (1) Given the reactants [CH3:1][C:2]1[N:3]([C:18]2[CH:23]=[CH:22][CH:21]=[C:20]([N:24]3[CH2:29][CH2:28][O:27][CH2:26][CH2:25]3)[CH:19]=2)[C:4]([C:12]2[CH:17]=[CH:16][CH:15]=[CH:14][CH:13]=2)=[C:5]([C:7]([O:9]CC)=[O:8])[N:6]=1.O.[OH-].[Li+:32].C1COCC1.C(O)C, predict the reaction product. The product is: [CH3:1][C:2]1[N:3]([C:18]2[CH:23]=[CH:22][CH:21]=[C:20]([N:24]3[CH2:29][CH2:28][O:27][CH2:26][CH2:25]3)[CH:19]=2)[C:4]([C:12]2[CH:17]=[CH:16][CH:15]=[CH:14][CH:13]=2)=[C:5]([C:7]([O-:9])=[O:8])[N:6]=1.[Li+:32]. (2) The product is: [F:4][C:2]([C:5]1[O:9][C:8]([CH2:10][N:11]2[CH:15]=[C:14]([NH:16][C:23]([C:21]3[N:22]=[C:18]([CH3:17])[O:19][C:20]=3[C:26]3[CH:27]=[C:28]([CH3:32])[CH:29]=[CH:30][CH:31]=3)=[O:24])[CH:13]=[N:12]2)=[CH:7][CH:6]=1)([F:1])[CH3:3]. Given the reactants [F:1][C:2]([C:5]1[O:9][C:8]([CH2:10][N:11]2[CH:15]=[C:14]([NH2:16])[CH:13]=[N:12]2)=[CH:7][CH:6]=1)([F:4])[CH3:3].[CH3:17][C:18]1[O:19][C:20]([C:26]2[CH:27]=[C:28]([CH3:32])[CH:29]=[CH:30][CH:31]=2)=[C:21]([C:23](O)=[O:24])[N:22]=1, predict the reaction product. (3) Given the reactants [C:1]([NH:5][C:6](=[O:15])[C:7]1[CH:12]=[CH:11][CH:10]=[C:9]([CH2:13]Cl)[CH:8]=1)([CH3:4])([CH3:3])[CH3:2].[N:16]1(C(OC(C)(C)C)=O)[CH2:21][CH2:20][NH:19][CH2:18][CH2:17]1.[I-].[Na+].C(N(CC)CC)C.FC(F)(F)C(O)=O, predict the reaction product. The product is: [C:1]([NH:5][C:6](=[O:15])[C:7]1[CH:12]=[CH:11][CH:10]=[C:9]([CH2:13][N:16]2[CH2:21][CH2:20][NH:19][CH2:18][CH2:17]2)[CH:8]=1)([CH3:4])([CH3:3])[CH3:2]. (4) Given the reactants [CH3:1][C:2]1[CH:3]=[CH:4][C:5]([C:11]2C=N[CH:14]=[CH:13][N:12]=2)=[C:6]([CH:10]=1)[C:7]([OH:9])=[O:8].ClC1N=C(C)[CH:21]=[CH:20][N:19]=1, predict the reaction product. The product is: [CH3:1][C:2]1[CH:3]=[CH:4][C:5]([C:11]2[N:12]=[C:13]([CH3:14])[CH:21]=[CH:20][N:19]=2)=[C:6]([CH:10]=1)[C:7]([OH:9])=[O:8]. (5) Given the reactants [OH-].[Na+].[F:3][C:4]1[C:13]([NH:14][S:15](=[O:21])(=[O:20])[NH:16][CH2:17][CH2:18][CH3:19])=[CH:12][CH:11]=[C:10]([F:22])[C:5]=1[C:6]([O:8]C)=[O:7].C1COCC1, predict the reaction product. The product is: [F:3][C:4]1[C:13]([NH:14][S:15](=[O:20])(=[O:21])[NH:16][CH2:17][CH2:18][CH3:19])=[CH:12][CH:11]=[C:10]([F:22])[C:5]=1[C:6]([OH:8])=[O:7].